This data is from Merck oncology drug combination screen with 23,052 pairs across 39 cell lines. The task is: Regression. Given two drug SMILES strings and cell line genomic features, predict the synergy score measuring deviation from expected non-interaction effect. (1) Drug 1: O=P1(N(CCCl)CCCl)NCCCO1. Drug 2: O=C(NOCC(O)CO)c1ccc(F)c(F)c1Nc1ccc(I)cc1F. Cell line: SKMES1. Synergy scores: synergy=-9.72. (2) Cell line: VCAP. Drug 1: C=CCn1c(=O)c2cnc(Nc3ccc(N4CCN(C)CC4)cc3)nc2n1-c1cccc(C(C)(C)O)n1. Synergy scores: synergy=-9.61. Drug 2: NC1(c2ccc(-c3nc4ccn5c(=O)[nH]nc5c4cc3-c3ccccc3)cc2)CCC1. (3) Drug 1: N#Cc1ccc(Cn2cncc2CN2CCN(c3cccc(Cl)c3)C(=O)C2)cc1. Drug 2: CCC1(O)C(=O)OCc2c1cc1n(c2=O)Cc2cc3c(CN(C)C)c(O)ccc3nc2-1. Cell line: OCUBM. Synergy scores: synergy=4.16.